From a dataset of Reaction yield outcomes from USPTO patents with 853,638 reactions. Predict the reaction yield, written as a fraction of the theoretical maximum amount of product (1.0 means a 100% yield; for example, 0.34 means a 34% yield). (1) The reactants are [Br:1][C:2]1[S:6][C:5]([NH2:7])=[N:4][C:3]=1[CH3:8].[C:9]([O:13][C:14](O[C:14]([O:13][C:9]([CH3:12])([CH3:11])[CH3:10])=[O:15])=[O:15])([CH3:12])([CH3:11])[CH3:10]. The catalyst is ClCCl.CN(C)C1C=CN=CC=1. The product is [C:9]([O:13][C:14](=[O:15])[NH:7][C:5]1[S:6][C:2]([Br:1])=[C:3]([CH3:8])[N:4]=1)([CH3:12])([CH3:11])[CH3:10]. The yield is 0.640. (2) The reactants are [CH2:1]([O:8][C@@H:9]1[C@@H:14]([O:15][CH2:16][C:17]2[CH:22]=[CH:21][CH:20]=[CH:19][CH:18]=2)[C@H:13]([O:23][CH2:24][C:25]2[CH:30]=[CH:29][CH:28]=[CH:27][CH:26]=2)[C@@H:12]([CH2:31][O:32][CH2:33][C:34]2[CH:39]=[CH:38][CH:37]=[CH:36][CH:35]=2)[O:11][CH:10]1[OH:40])[C:2]1[CH:7]=[CH:6][CH:5]=[CH:4][CH:3]=1. The catalyst is CS(C)=O.CC(OC(C)=O)=O.CCOC(C)=O. The product is [CH2:1]([O:8][C@@H:9]1[C@@H:14]([O:15][CH2:16][C:17]2[CH:22]=[CH:21][CH:20]=[CH:19][CH:18]=2)[C@H:13]([O:23][CH2:24][C:25]2[CH:26]=[CH:27][CH:28]=[CH:29][CH:30]=2)[C@@H:12]([CH2:31][O:32][CH2:33][C:34]2[CH:35]=[CH:36][CH:37]=[CH:38][CH:39]=2)[O:11][C:10]1=[O:40])[C:2]1[CH:7]=[CH:6][CH:5]=[CH:4][CH:3]=1. The yield is 0.950.